From a dataset of Forward reaction prediction with 1.9M reactions from USPTO patents (1976-2016). Predict the product of the given reaction. (1) The product is: [S:1]1[C:5]2[CH:6]=[CH:7][C:8]([C:10](=[O:28])[CH2:11][N:12]3[C:17]4=[N:18][C:19]([N:34]5[CH2:35][C@@H:30]6[CH2:36][C@H:33]5[CH2:32][O:31]6)=[CH:20][C:21](=[O:22])[N:16]4[CH2:15][CH2:14][C@H:13]3[C:24]([F:27])([F:26])[F:25])=[CH:9][C:4]=2[N:3]=[N:2]1. Given the reactants [S:1]1[C:5]2[CH:6]=[CH:7][C:8]([C:10](=[O:28])[CH2:11][N:12]3[C:17]4=[N:18][C:19](Cl)=[CH:20][C:21](=[O:22])[N:16]4[CH2:15][CH2:14][C@H:13]3[C:24]([F:27])([F:26])[F:25])=[CH:9][C:4]=2[N:3]=[N:2]1.Cl.[C@H:30]12[CH2:36][C@H:33]([NH:34][CH2:35]1)[CH2:32][O:31]2, predict the reaction product. (2) The product is: [C:1]([CH2:3][CH2:4][C:5]1[CH:6]=[CH:7][C:8]2[N:9]([C:11]([C:14]([OH:16])=[O:15])=[CH:12][N:13]=2)[CH:10]=1)#[N:2]. Given the reactants [C:1]([CH2:3][CH2:4][C:5]1[CH:6]=[CH:7][C:8]2[N:9]([C:11]([C:14]([O:16]CC)=[O:15])=[CH:12][N:13]=2)[CH:10]=1)#[N:2].[Li+].[OH-].C(O)(=O)CC(CC(O)=O)(C(O)=O)O, predict the reaction product. (3) The product is: [CH3:26][N:24]([CH3:25])[S:23]([C:20]1[CH:19]=[CH:18][C:17]([C:16]([C:14]2[C:13]3[C:8](=[CH:9][CH:10]=[CH:11][CH:12]=3)[CH:7]=[C:6]([CH2:5][C:4]([OH:30])=[O:3])[CH:15]=2)=[O:29])=[CH:22][CH:21]=1)(=[O:27])=[O:28]. Given the reactants C([O:3][C:4](=[O:30])[CH2:5][C:6]1[CH:15]=[C:14]([C:16](=[O:29])[C:17]2[CH:22]=[CH:21][C:20]([S:23](=[O:28])(=[O:27])[N:24]([CH3:26])[CH3:25])=[CH:19][CH:18]=2)[C:13]2[C:8](=[CH:9][CH:10]=[CH:11][CH:12]=2)[CH:7]=1)C.[OH-].[Li+], predict the reaction product. (4) The product is: [Cl:1][C:2]1[CH:3]=[C:4]([NH:9][C:10]([N:27]2[CH2:26][CH2:25][S:24](=[O:30])(=[O:31])[N:23]([CH2:22][CH2:21][CH2:20][N:14]3[CH2:15][CH2:16][CH2:17][CH2:18][CH2:19]3)[CH2:29][CH2:28]2)=[O:11])[CH:5]=[CH:6][C:7]=1[Cl:8]. Given the reactants [Cl:1][C:2]1[CH:3]=[C:4]([N:9]=[C:10]=[O:11])[CH:5]=[CH:6][C:7]=1[Cl:8].Cl.Cl.[N:14]1([CH2:20][CH2:21][CH2:22][N:23]2[CH2:29][CH2:28][NH:27][CH2:26][CH2:25][S:24]2(=[O:31])=[O:30])[CH2:19][CH2:18][CH2:17][CH2:16][CH2:15]1.C(N(CC)CC)C, predict the reaction product.